From a dataset of Catalyst prediction with 721,799 reactions and 888 catalyst types from USPTO. Predict which catalyst facilitates the given reaction. (1) Reactant: [OH:1][C:2]1[CH:3]=[C:4]([C:8]2[N:13]=[C:12]3[N:14]([CH:18]([CH3:20])[CH3:19])[N:15]=[C:16]([CH3:17])[C:11]3=[C:10]([NH:21][CH:22]3[CH2:27][CH2:26][O:25][CH2:24][CH2:23]3)[C:9]=2[C:28](O)=[O:29])[CH:5]=[CH:6][CH:7]=1.Cl.[CH3:32][NH:33][CH3:34].C(N(CC)CC)C.ON1C2N=CC=CC=2N=N1.F[P-](F)(F)(F)(F)F.CN(C(ON1C2=NC=CC=C2N=N1)=[N+](C)C)C. Product: [CH3:32][N:33]([CH3:34])[C:28]([C:9]1[C:10]([NH:21][CH:22]2[CH2:27][CH2:26][O:25][CH2:24][CH2:23]2)=[C:11]2[C:16]([CH3:17])=[N:15][N:14]([CH:18]([CH3:19])[CH3:20])[C:12]2=[N:13][C:8]=1[C:4]1[CH:5]=[CH:6][CH:7]=[C:2]([OH:1])[CH:3]=1)=[O:29]. The catalyst class is: 18. (2) The catalyst class is: 2. Product: [NH2:8][C:9]1[N:14]=[C:13]([CH3:15])[N:12]=[C:11]([C:16]2[CH:17]=[C:18]([CH2:31][N:32]3[CH2:33][CH2:34][N:35]([S:38]([N:41]([CH3:43])[CH3:42])(=[O:40])=[O:39])[CH2:36][CH2:37]3)[CH:19]=[N:20][C:21]=2[NH:22][C:23]2[CH:24]=[N:25][C:26]([O:29][CH3:30])=[CH:27][CH:28]=2)[N:10]=1. Reactant: COC1C=CC(C[N:8](CC2C=CC(OC)=CC=2)[C:9]2[N:14]=[C:13]([CH3:15])[N:12]=[C:11]([C:16]3[CH:17]=[C:18]([CH2:31][N:32]4[CH2:37][CH2:36][N:35]([S:38]([N:41]([CH3:43])[CH3:42])(=[O:40])=[O:39])[CH2:34][CH2:33]4)[CH:19]=[N:20][C:21]=3[NH:22][C:23]3[CH:24]=[N:25][C:26]([O:29][CH3:30])=[CH:27][CH:28]=3)[N:10]=2)=CC=1.FC(F)(F)C(O)=O.FC(F)(F)S(O)(=O)=O.CO. (3) Reactant: [OH:1][CH:2]([C:13]1[CH:18]=[CH:17][CH:16]=[C:15]([NH:19][CH2:20][CH2:21][CH2:22][CH2:23][CH2:24][OH:25])[CH:14]=1)[CH2:3][CH2:4][NH:5][C:6](=[O:12])[O:7][C:8]([CH3:11])([CH3:10])[CH3:9]. Product: [OH:25][CH2:24][CH2:23][CH2:22][CH2:21][CH2:20][NH:19][C:15]1[CH:14]=[C:13]([C:2](=[O:1])[CH2:3][CH2:4][NH:5][C:6](=[O:12])[O:7][C:8]([CH3:9])([CH3:10])[CH3:11])[CH:18]=[CH:17][CH:16]=1. The catalyst class is: 697. (4) Reactant: CO[C:3]([C:5]1[N:6]([C:10]([C:17](=[O:24])[CH2:18][C:19]([O:21][CH2:22][CH3:23])=[O:20])([CH3:16])[CH2:11][CH2:12][CH:13]([CH3:15])[CH3:14])[CH:7]=[CH:8][CH:9]=1)=[O:4].[O-]CC.[Na+]. Product: [CH2:22]([O:21][C:19]([C:18]1[C:17](=[O:24])[C:10]([CH3:16])([CH2:11][CH2:12][CH:13]([CH3:14])[CH3:15])[N:6]2[C:5]([C:3]=1[OH:4])=[CH:9][CH:8]=[CH:7]2)=[O:20])[CH3:23]. The catalyst class is: 8. (5) The catalyst class is: 2. Reactant: C(OC(=O)/[N:7]=[C:8](/[NH:17][N:18]1[C:26]2([C:39]3[CH:38]=[CH:37][C:36]([N:40]([CH2:43][CH3:44])[CH2:41][CH3:42])=[CH:35][C:34]=3[O:33][C:32]3[C:27]2=[CH:28][CH:29]=[C:30]([N:45]([CH2:48][CH3:49])[CH2:46][CH3:47])[CH:31]=3)[C:25]2[C:20](=[CH:21][CH:22]=[CH:23][CH:24]=2)[C:19]1=[O:50])\[NH:9]C(OC(C)(C)C)=O)(C)(C)C.[F:52][C:53]([F:58])([F:57])[C:54]([OH:56])=[O:55]. Product: [F:52][C:53]([F:58])([F:57])[C:54]([O-:56])=[O:55].[C:8]([NH:17][NH:18][C:19]([C:20]1[CH:21]=[CH:22][CH:23]=[CH:24][C:25]=1[C:26]1[C:27]2[C:32]([O:33][C:34]3[C:39]=1[CH:38]=[CH:37][C:36](=[N+:40]([CH2:43][CH3:44])[CH2:41][CH3:42])[CH:35]=3)=[CH:31][C:30]([N:45]([CH2:48][CH3:49])[CH2:46][CH3:47])=[CH:29][CH:28]=2)=[O:50])(=[NH:7])[NH2:9]. (6) The catalyst class is: 1. Reactant: [F:1][C:2]([F:22])([F:21])[C:3]1[CH:4]=[C:5]([S:9][CH:10]2[CH2:15][CH2:14][CH:13]([C:16]([O:18][CH2:19][CH3:20])=[O:17])[CH2:12][CH2:11]2)[CH:6]=[CH:7][CH:8]=1.[Li+].[CH3:24]C([N-]C(C)C)C.IC. Product: [CH3:24][C:13]1([C:16]([O:18][CH2:19][CH3:20])=[O:17])[CH2:12][CH2:11][CH:10]([S:9][C:5]2[CH:6]=[CH:7][CH:8]=[C:3]([C:2]([F:21])([F:1])[F:22])[CH:4]=2)[CH2:15][CH2:14]1. (7) The catalyst class is: 369. Reactant: [C:1]([Si:5]([CH3:8])([CH3:7])Cl)([CH3:4])([CH3:3])[CH3:2].[OH:9][CH:10]1[CH2:15][CH2:14][CH:13]([C:16]([O:18][CH2:19][CH3:20])=[O:17])[CH2:12][CH2:11]1.N1C=CN=C1. Product: [Si:5]([O:9][CH:10]1[CH2:11][CH2:12][CH:13]([C:16]([O:18][CH2:19][CH3:20])=[O:17])[CH2:14][CH2:15]1)([C:1]([CH3:4])([CH3:3])[CH3:2])([CH3:8])[CH3:7].